From a dataset of Forward reaction prediction with 1.9M reactions from USPTO patents (1976-2016). Predict the product of the given reaction. (1) Given the reactants [CH3:1][NH:2][C@H:3]([C:13]([NH:15][C@H:16]([C:21]([N:23]([C@@H:25]([CH:37]([CH3:39])[CH3:38])/[CH:26]=[C:27](/[P:29]([O:34]CC)([O:31]CC)=[O:30])\[CH3:28])[CH3:24])=[O:22])[C:17]([CH3:20])([CH3:19])[CH3:18])=[O:14])[C:4]([CH3:12])([CH3:11])[C:5]1[CH:10]=[CH:9][CH:8]=[CH:7][CH:6]=1.C[Si](Br)(C)C, predict the reaction product. The product is: [CH3:1][NH:2][C@H:3]([C:13]([NH:15][C@H:16]([C:21]([N:23]([C@@H:25]([CH:37]([CH3:39])[CH3:38])/[CH:26]=[C:27](/[P:29]([OH:31])([OH:34])=[O:30])\[CH3:28])[CH3:24])=[O:22])[C:17]([CH3:20])([CH3:19])[CH3:18])=[O:14])[C:4]([CH3:11])([CH3:12])[C:5]1[CH:6]=[CH:7][CH:8]=[CH:9][CH:10]=1. (2) The product is: [Cl:17][C:12]1[CH:11]=[C:10]([CH:15]=[CH:14][C:13]=1[Cl:16])[CH2:9][N:7]([CH3:8])[C:6]([C:5]1[CH:35]([CH3:34])[N:36]([C:37]2[CH:39]=[CH:40][N:41]=[CH:42][CH:43]=2)[C:3](=[O:20])[C:4]=1[OH:19])=[O:18]. Given the reactants CO[C:3](=[O:20])[C:4]([OH:19])=[CH:5][C:6](=[O:18])[N:7]([CH2:9][C:10]1[CH:15]=[CH:14][C:13]([Cl:16])=[C:12]([Cl:17])[CH:11]=1)[CH3:8].C=O.NCC1C=CN=CC=1.ClC1C=[C:34](C=CC=1Cl)[CH2:35][N:36](C)[C:37]([C:39]1[CH2:40][N:41](C)[C:42](=O)[C:43]=1O)=O, predict the reaction product.